Dataset: Catalyst prediction with 721,799 reactions and 888 catalyst types from USPTO. Task: Predict which catalyst facilitates the given reaction. (1) Reactant: Cl[C:2]1[C:11]2[C:6](=[CH:7][C:8]([O:14][CH2:15][CH2:16][CH2:17][N:18]3[CH2:22][CH2:21][CH2:20][CH2:19]3)=[C:9]([O:12][CH3:13])[CH:10]=2)[N:5]=[N:4][CH:3]=1.[OH:23][C:24]1[CH:25]=[C:26]2[C:30](=[CH:31][CH:32]=1)[NH:29][CH:28]=[CH:27]2.C(=O)([O-])[O-].[K+].[K+]. Product: [NH:29]1[C:30]2[C:26](=[CH:25][C:24]([O:23][C:2]3[C:11]4[C:6](=[CH:7][C:8]([O:14][CH2:15][CH2:16][CH2:17][N:18]5[CH2:22][CH2:21][CH2:20][CH2:19]5)=[C:9]([O:12][CH3:13])[CH:10]=4)[N:5]=[N:4][CH:3]=3)=[CH:32][CH:31]=2)[CH:27]=[CH:28]1. The catalyst class is: 3. (2) Reactant: C([O:8][C:9]1[CH:10]=[CH:11][C:12]([O:17][CH2:18][CH3:19])=[C:13]([CH:16]=1)[C:14]#[N:15])C1C=CC=CC=1. Product: [CH2:18]([O:17][C:12]1[CH:11]=[CH:10][C:9]([OH:8])=[CH:16][C:13]=1[C:14]#[N:15])[CH3:19]. The catalyst class is: 19. (3) Reactant: [Cl:1][C:2]1[C:3]([O:12][C:13]2[CH:18]=[C:17]([O:19][CH2:20][CH2:21][O:22][CH3:23])[CH:16]=[CH:15][C:14]=2[CH2:24][CH2:25][CH2:26][NH2:27])=[N:4][CH:5]=[C:6]([C:8]([F:11])([F:10])[F:9])[CH:7]=1.N1C=CC=CC=1.[C:34]1([CH2:40][CH2:41][CH2:42][S:43](Cl)(=[O:45])=[O:44])[CH:39]=[CH:38][CH:37]=[CH:36][CH:35]=1.Cl. Product: [Cl:1][C:2]1[C:3]([O:12][C:13]2[CH:18]=[C:17]([O:19][CH2:20][CH2:21][O:22][CH3:23])[CH:16]=[CH:15][C:14]=2[CH2:24][CH2:25][CH2:26][NH:27][S:43]([CH2:42][CH2:41][CH2:40][C:34]2[CH:39]=[CH:38][CH:37]=[CH:36][CH:35]=2)(=[O:45])=[O:44])=[N:4][CH:5]=[C:6]([C:8]([F:9])([F:11])[F:10])[CH:7]=1. The catalyst class is: 13. (4) Reactant: [CH3:1][C:2]1([CH2:13][N:14]2[CH2:19][CH2:18][N:17]([C:20](OC(C)(C)C)=[O:21])[CH2:16][CH2:15]2)[O:6][C:5]2=[N:7][C:8]([N+:10]([O-:12])=[O:11])=[CH:9][N:4]2[CH2:3]1.FC(F)(F)C(O)=O.C(N(CC)CC)C.[CH:41]([N:44]=C=O)([CH3:43])[CH3:42]. Product: [CH:41]([NH:44][C:20]([N:17]1[CH2:18][CH2:19][N:14]([CH2:13][C:2]2([CH3:1])[O:6][C:5]3=[N:7][C:8]([N+:10]([O-:12])=[O:11])=[CH:9][N:4]3[CH2:3]2)[CH2:15][CH2:16]1)=[O:21])([CH3:43])[CH3:42]. The catalyst class is: 6. (5) Reactant: [NH2:1][C:2]1[CH:3]=[C:4]([CH:8]=[CH:9][C:10]=1[CH2:11][S:12][C:13]([C:26]1[CH:31]=[CH:30][CH:29]=[CH:28][CH:27]=1)([C:20]1[CH:25]=[CH:24][CH:23]=[CH:22][CH:21]=1)[C:14]1[CH:19]=[CH:18][CH:17]=[CH:16][CH:15]=1)[C:5](O)=[O:6].[C:32]([O:36][C:37](=[O:45])[NH:38][O:39][CH2:40][CH2:41][CH2:42][CH2:43][NH2:44])([CH3:35])([CH3:34])[CH3:33].CN(C(ON1N=NC2C=CC=CC1=2)=[N+](C)C)C.F[P-](F)(F)(F)(F)F.CCN(C(C)C)C(C)C. Product: [C:32]([O:36][C:37](=[O:45])[NH:38][O:39][CH2:40][CH2:41][CH2:42][CH2:43][NH:44][C:5](=[O:6])[C:4]1[CH:8]=[CH:9][C:10]([CH2:11][S:12][C:13]([C:14]2[CH:19]=[CH:18][CH:17]=[CH:16][CH:15]=2)([C:20]2[CH:21]=[CH:22][CH:23]=[CH:24][CH:25]=2)[C:26]2[CH:31]=[CH:30][CH:29]=[CH:28][CH:27]=2)=[C:2]([NH2:1])[CH:3]=1)([CH3:35])([CH3:33])[CH3:34]. The catalyst class is: 34. (6) Reactant: [O:1]=[C:2]1[CH2:7][CH2:6][N:5]([C:8]([O:10][C:11]([CH3:14])([CH3:13])[CH3:12])=[O:9])[CH2:4][CH2:3]1.[CH3:15][Si:16](Cl)([CH3:18])[CH3:17].C(N(CC)CC)C.C([O-])(O)=O.[Na+]. Product: [C:11]([O:10][C:8]([N:5]1[CH2:4][CH:3]=[C:2]([O:1][Si:16]([CH3:18])([CH3:17])[CH3:15])[CH2:7][CH2:6]1)=[O:9])([CH3:14])([CH3:13])[CH3:12]. The catalyst class is: 3. (7) Reactant: [CH3:1][CH:2]([OH:8])[CH2:3][CH2:4][CH:5]([OH:7])[CH3:6].[O-]CCCC.[K+].[Cl:15][C:16]1[CH:23]=[C:22](F)[CH:21]=[CH:20][C:17]=1[C:18]#[N:19]. Product: [Cl:15][C:16]1[CH:23]=[C:22]([O:7][CH:5]([CH3:6])[CH2:4][CH2:3][CH:2]([OH:8])[CH3:1])[CH:21]=[CH:20][C:17]=1[C:18]#[N:19]. The catalyst class is: 7. (8) Reactant: [NH2:1][C:2]1[C:23]([Br:24])=[CH:22][C:5]2[C:6]([C:17]([O:19][CH2:20][CH3:21])=[O:18])=[C:7]([C:9]3[CH:14]=[CH:13][C:12]([F:15])=[CH:11][C:10]=3[F:16])[O:8][C:4]=2[CH:3]=1.N1C=CC=CC=1.[CH3:31][S:32](Cl)(=[O:34])=[O:33].Cl. Product: [Br:24][C:23]1[C:2]([NH:1][S:32]([CH3:31])(=[O:34])=[O:33])=[CH:3][C:4]2[O:8][C:7]([C:9]3[CH:14]=[CH:13][C:12]([F:15])=[CH:11][C:10]=3[F:16])=[C:6]([C:17]([O:19][CH2:20][CH3:21])=[O:18])[C:5]=2[CH:22]=1. The catalyst class is: 4. (9) Reactant: ClC(Cl)(Cl)[C:3]([C:5]1[N:14]2[C:8]([CH2:9][N:10]([C:19]([C:21]3[CH:22]=[C:23]([C:27]4[CH:32]=[CH:31][CH:30]=[CH:29][C:28]=4[CH3:33])[CH:24]=[CH:25][CH:26]=3)=[O:20])[C:11]3[CH:18]=[CH:17][CH:16]=[CH:15][C:12]=3[CH2:13]2)=[CH:7][CH:6]=1)=[O:4].CS(C)=O.[NH2:40][CH2:41][C:42]1[CH:43]=[N:44][CH:45]=[CH:46][CH:47]=1. Product: [CH3:33][C:28]1[CH:29]=[CH:30][CH:31]=[CH:32][C:27]=1[C:23]1[CH:24]=[CH:25][CH:26]=[C:21]([C:19]([N:10]2[C:11]3[CH:18]=[CH:17][CH:16]=[CH:15][C:12]=3[CH2:13][N:14]3[C:5]([C:3]([NH:40][CH2:41][C:42]4[CH:43]=[N:44][CH:45]=[CH:46][CH:47]=4)=[O:4])=[CH:6][CH:7]=[C:8]3[CH2:9]2)=[O:20])[CH:22]=1. The catalyst class is: 10. (10) Reactant: FC(F)(F)C([NH:5][C@H:6]([C:11]1[CH:16]=[CH:15][CH:14]=[CH:13][CH:12]=1)[C:7]([OH:10])([CH3:9])[CH3:8])=O.[OH-].[K+]. Product: [NH2:5][C@H:6]([C:11]1[CH:16]=[CH:15][CH:14]=[CH:13][CH:12]=1)[C:7]([CH3:9])([OH:10])[CH3:8]. The catalyst class is: 5.